Predict the product of the given reaction. From a dataset of Forward reaction prediction with 1.9M reactions from USPTO patents (1976-2016). (1) Given the reactants [H-].[Na+].[CH3:3][O:4][C:5]([CH2:7]P(OC)(OC)=O)=[O:6].[OH:14][C:15]1[CH:20]=[CH:19][C:18]([CH:21]2[CH2:26][CH2:25][C:24](=O)[CH2:23][CH2:22]2)=[CH:17][CH:16]=1, predict the reaction product. The product is: [OH:14][C:15]1[CH:20]=[CH:19][C:18]([CH:21]2[CH2:26][CH2:25][C:24](=[CH:7][C:5]([O:4][CH3:3])=[O:6])[CH2:23][CH2:22]2)=[CH:17][CH:16]=1. (2) Given the reactants [Cl:1][C:2]1[C:7]([C:8]([O:10]C)=[O:9])=[C:6]([CH3:12])[CH:5]=[CH:4][N:3]=1.[OH-].[Na+], predict the reaction product. The product is: [Cl:1][C:2]1[C:7]([C:8]([OH:10])=[O:9])=[C:6]([CH3:12])[CH:5]=[CH:4][N:3]=1. (3) The product is: [CH:1]1([C:6]([N:10]([CH3:9])[C@H:11]2[CH2:30][N:15]3[C:16]4[C:21]([C:22]([CH2:23][C:24]([OH:26])=[O:25])=[C:14]3[CH2:13][CH2:12]2)=[CH:20][CH:19]=[CH:18][CH:17]=4)=[O:8])[CH2:2][CH2:3][CH2:4][CH2:5]1. Given the reactants [CH:1]1([C:6]([OH:8])=O)[CH2:5][CH2:4][CH2:3][CH2:2]1.[CH3:9][NH:10][C@H:11]1[CH2:30][N:15]2[C:16]3[C:21]([C:22]([CH2:23][C:24]([O:26]CCC)=[O:25])=[C:14]2[CH2:13][CH2:12]1)=[CH:20][CH:19]=[CH:18][CH:17]=3, predict the reaction product. (4) Given the reactants [Br:1][C:2]1[CH:7]=[CH:6][N:5]=[CH:4][C:3]=1[CH:8]=[O:9].[C:10]1([Mg]Br)[CH:15]=[CH:14][CH:13]=[CH:12][CH:11]=1, predict the reaction product. The product is: [Br:1][C:2]1[CH:7]=[CH:6][N:5]=[CH:4][C:3]=1[CH:8]([C:10]1[CH:15]=[CH:14][CH:13]=[CH:12][CH:11]=1)[OH:9]. (5) Given the reactants [N:1]1([C:7]([C:9]2[C:10]3[CH2:27][S:26](=[O:29])(=[O:28])[C:25]4[CH:24]=[CH:23][CH:22]=[CH:21][C:20]=4[C:11]=3[N:12]([C:14]3[CH:19]=[CH:18][CH:17]=[CH:16][CH:15]=3)[N:13]=2)=[O:8])[CH2:6][CH2:5][O:4][CH2:3][CH2:2]1.[H-].[Na+].[CH2:32](Br)[C:33]1[CH:38]=[CH:37][CH:36]=[CH:35][CH:34]=1, predict the reaction product. The product is: [CH2:32]([CH:27]1[C:10]2[C:9]([C:7]([N:1]3[CH2:6][CH2:5][O:4][CH2:3][CH2:2]3)=[O:8])=[N:13][N:12]([C:14]3[CH:15]=[CH:16][CH:17]=[CH:18][CH:19]=3)[C:11]=2[C:20]2[CH:21]=[CH:22][CH:23]=[CH:24][C:25]=2[S:26]1(=[O:28])=[O:29])[C:33]1[CH:38]=[CH:37][CH:36]=[CH:35][CH:34]=1. (6) Given the reactants F[C:2]1[CH:9]=[CH:8][C:5]([C:6]#[N:7])=[CH:4][CH:3]=1.[CH3:10][CH:11]([SH:13])[CH3:12], predict the reaction product. The product is: [CH:11]([S:13][C:2]1[CH:9]=[CH:8][C:5]([C:6]#[N:7])=[CH:4][CH:3]=1)([CH3:12])[CH3:10]. (7) Given the reactants Cl[CH2:2][C:3]1[CH:8]=[CH:7][C:6]([CH2:9][NH:10][C:11](=[O:13])[CH3:12])=[CH:5][CH:4]=1.[N:14]1[CH:19]=[CH:18][CH:17]=[CH:16][C:15]=1[N:20]1[CH2:25][CH2:24][NH:23][CH2:22][CH2:21]1.C(=O)([O-])[O-].[K+].[K+].O, predict the reaction product. The product is: [N:14]1[CH:19]=[CH:18][CH:17]=[CH:16][C:15]=1[N:20]1[CH2:21][CH2:22][N:23]([CH2:2][C:3]2[CH:8]=[CH:7][C:6]([CH2:9][NH:10][C:11](=[O:13])[CH3:12])=[CH:5][CH:4]=2)[CH2:24][CH2:25]1.